This data is from Peptide-MHC class II binding affinity with 134,281 pairs from IEDB. The task is: Regression. Given a peptide amino acid sequence and an MHC pseudo amino acid sequence, predict their binding affinity value. This is MHC class II binding data. (1) The peptide sequence is LIGNGGAGGAGGVGA. The MHC is DRB1_0301 with pseudo-sequence DRB1_0301. The binding affinity (normalized) is 0.139. (2) The peptide sequence is GMLQIVDKIDAAFKI. The MHC is DRB3_0202 with pseudo-sequence DRB3_0202. The binding affinity (normalized) is 0.289. (3) The MHC is DRB3_0101 with pseudo-sequence DRB3_0101. The peptide sequence is KTHESHLVRSWVTAG. The binding affinity (normalized) is 0. (4) The peptide sequence is KKLALSLASVAMCRTPF. The MHC is DRB1_0404 with pseudo-sequence DRB1_0404. The binding affinity (normalized) is 0.787. (5) The MHC is HLA-DQA10104-DQB10503 with pseudo-sequence HLA-DQA10104-DQB10503. The binding affinity (normalized) is 0.650. The peptide sequence is GYVSLQEFVDLNNKG. (6) The peptide sequence is RRCKNIPQPVRALLE. The MHC is HLA-DPA10103-DPB10401 with pseudo-sequence HLA-DPA10103-DPB10401. The binding affinity (normalized) is 0.339. (7) The peptide sequence is YGKFLANVSTVLTGK. The MHC is DRB1_0802 with pseudo-sequence DRB1_0802. The binding affinity (normalized) is 0.831.